Dataset: Full USPTO retrosynthesis dataset with 1.9M reactions from patents (1976-2016). Task: Predict the reactants needed to synthesize the given product. (1) The reactants are: [I:1][C:2]1[CH:7]=[CH:6][N:5]=[C:4]2[NH:8][N:9]=[C:10]([CH:11]([CH3:13])[CH3:12])[C:3]=12.C(=O)([O-])[O-].[Cs+].[Cs+].F[C:21]1[CH:28]=[CH:27][C:24]([C:25]#[N:26])=[CH:23][C:22]=1[CH:29]=[O:30].C(Cl)(Cl)Cl. Given the product [CH:29]([C:22]1[CH:23]=[C:24]([CH:27]=[CH:28][C:21]=1[N:8]1[C:4]2=[N:5][CH:6]=[CH:7][C:2]([I:1])=[C:3]2[C:10]([CH:11]([CH3:13])[CH3:12])=[N:9]1)[C:25]#[N:26])=[O:30], predict the reactants needed to synthesize it. (2) Given the product [C:42]1([Te:41][CH2:20][CH2:19][CH2:18][O:17][C:15]2[CH:16]=[C:11]([CH:12]=[C:13]([O:27][CH2:28][CH2:29][CH2:30][Te:41][C:42]3[CH:43]=[CH:44][CH:45]=[CH:46][CH:47]=3)[C:14]=2[O:22][CH2:23][CH2:24][CH2:25][Te:41][C:42]2[CH:47]=[CH:46][CH:45]=[CH:44][CH:43]=2)[CH2:10][OH:9])[CH:43]=[CH:44][CH:45]=[CH:46][CH:47]=1, predict the reactants needed to synthesize it. The reactants are: C([O:9][CH2:10][C:11]1[CH:16]=[C:15]([O:17][CH2:18][CH2:19][CH2:20]Br)[C:14]([O:22][CH2:23][CH2:24][CH2:25]Br)=[C:13]([O:27][CH2:28][CH2:29][CH2:30]Br)[CH:12]=1)(=O)C1C=CC=CC=1.[BH4-].[Na+].[C:42]1([Te:41][Te:41][C:42]2[CH:47]=[CH:46][CH:45]=[CH:44][CH:43]=2)[CH:47]=[CH:46][CH:45]=[CH:44][CH:43]=1. (3) Given the product [CH3:3][O:4][C:5]([C@H:7]1[CH2:8][CH2:9][C@H:10]([CH2:13][N:14]2[C:18]3[CH:19]=[C:20]([O:24][CH3:25])[C:21]([F:23])=[CH:22][C:17]=3[N:16]([CH3:27])[C:15]2=[O:26])[CH2:11][CH2:12]1)=[O:6], predict the reactants needed to synthesize it. The reactants are: CI.[CH3:3][O:4][C:5]([C@H:7]1[CH2:12][CH2:11][C@H:10]([CH2:13][N:14]2[C:18]3[CH:19]=[C:20]([O:24][CH3:25])[C:21]([F:23])=[CH:22][C:17]=3[NH:16][C:15]2=[O:26])[CH2:9][CH2:8]1)=[O:6].[C:27]([O-])([O-])=O.[K+].[K+]. (4) Given the product [Cl:1][C:2]1[CH:7]=[CH:6][C:5]([NH:8][C:9]([NH:11][C:12]2[CH:17]=[N:16][CH:15]=[C:14]([C:18]([C:20]3[C:28]4[CH:27]=[N:26][CH:25]=[N:24][C:23]=4[N:22]([CH3:29])[CH:21]=3)=[O:19])[CH:13]=2)=[O:10])=[CH:4][CH:3]=1, predict the reactants needed to synthesize it. The reactants are: [Cl:1][C:2]1[CH:7]=[CH:6][C:5]([N:8]=[C:9]=[O:10])=[CH:4][CH:3]=1.[NH2:11][C:12]1[CH:13]=[C:14]([C:18]([C:20]2[C:28]3[CH:27]=[N:26][CH:25]=[N:24][C:23]=3[N:22]([CH3:29])[CH:21]=2)=[O:19])[CH:15]=[N:16][CH:17]=1. (5) Given the product [Br:1][C:2]1[C:3](=[O:34])[N:4]([C:19]2[CH:20]=[C:21]([C:26]3[CH:27]=[C:28]([OH:29])[NH:37][N:36]=3)[CH:22]=[CH:23][C:24]=2[CH3:25])[C:5]([CH3:18])=[CH:6][C:7]=1[O:8][CH2:9][C:10]1[CH:15]=[CH:14][C:13]([F:16])=[CH:12][C:11]=1[F:17], predict the reactants needed to synthesize it. The reactants are: [Br:1][C:2]1[C:3](=[O:34])[N:4]([C:19]2[CH:20]=[C:21]([C:26](=O)[CH2:27][C:28](OCC)=[O:29])[CH:22]=[CH:23][C:24]=2[CH3:25])[C:5]([CH3:18])=[CH:6][C:7]=1[O:8][CH2:9][C:10]1[CH:15]=[CH:14][C:13]([F:16])=[CH:12][C:11]=1[F:17].O.[NH2:36][NH2:37].NN. (6) Given the product [Br:20][CH2:12][C:9]1[CH:8]=[CH:7][C:3]([C:4]([OH:6])=[O:5])=[C:2]([F:1])[C:10]=1[F:11], predict the reactants needed to synthesize it. The reactants are: [F:1][C:2]1[C:10]([F:11])=[C:9]([CH3:12])[CH:8]=[CH:7][C:3]=1[C:4]([OH:6])=[O:5].C1C(=O)N([Br:20])C(=O)C1. (7) The reactants are: [NH2:1][C:2]1[CH:16]=[CH:15][C:5]([O:6][C:7]2[CH:14]=[CH:13][C:10]([C:11]#[N:12])=[CH:9][CH:8]=2)=[C:4](Br)[CH:3]=1.[CH3:18][C:19]1([CH3:35])[C:23]([CH3:25])([CH3:24])[O:22][B:21]([B:21]2[O:22][C:23]([CH3:25])([CH3:24])[C:19]([CH3:35])([CH3:18])[O:20]2)[O:20]1.C([O-])(=O)C.[K+]. Given the product [NH2:1][C:2]1[CH:16]=[CH:15][C:5]([O:6][C:7]2[CH:14]=[CH:13][C:10]([C:11]#[N:12])=[CH:9][CH:8]=2)=[C:4]([B:21]2[O:22][C:23]([CH3:25])([CH3:24])[C:19]([CH3:35])([CH3:18])[O:20]2)[CH:3]=1, predict the reactants needed to synthesize it. (8) Given the product [Br:21][C:20]1[C:13]([NH:12][C:7]2[CH2:8][N:4]([CH:1]3[CH2:3][CH2:2]3)[C:5](=[O:11])[CH:6]=2)=[C:14]([CH:17]=[CH:18][CH:19]=1)[C:15]#[N:16], predict the reactants needed to synthesize it. The reactants are: [CH:1]1([N:4]2[CH2:8][C:7](OC)=[CH:6][C:5]2=[O:11])[CH2:3][CH2:2]1.[NH2:12][C:13]1[C:20]([Br:21])=[CH:19][CH:18]=[CH:17][C:14]=1[C:15]#[N:16]. (9) The reactants are: [CH3:1][S:2]([C:5]1[CH:6]=[CH:7][C:8]([S:14][CH2:15][C:16]([F:19])([F:18])[F:17])=[C:9]([CH:13]=1)[C:10]([OH:12])=O)(=[O:4])=[O:3].[F:20][C:21]1[CH:26]=[C:25]([S:27]([CH3:30])(=[O:29])=[O:28])[CH:24]=[CH:23][C:22]=1[N:31]1[CH2:36][CH2:35][NH:34][CH2:33][CH2:32]1. Given the product [F:20][C:21]1[CH:26]=[C:25]([S:27]([CH3:30])(=[O:29])=[O:28])[CH:24]=[CH:23][C:22]=1[N:31]1[CH2:36][CH2:35][N:34]([C:10]([C:9]2[CH:13]=[C:5]([S:2]([CH3:1])(=[O:3])=[O:4])[CH:6]=[CH:7][C:8]=2[S:14][CH2:15][C:16]([F:19])([F:18])[F:17])=[O:12])[CH2:33][CH2:32]1, predict the reactants needed to synthesize it. (10) Given the product [CH:28]1[C:27]([N+:30]([O-:32])=[O:31])=[CH:26][CH:25]=[C:24]([O:23][P:21]([O-:33])([O-:34])=[O:22])[CH:29]=1.[Na+:36].[Na+:36], predict the reactants needed to synthesize it. The reactants are: C1N(CCS(O)(=O)=O)CCOC1.SC[C@H]([C@@H](CS)O)O.[P:21]([O-:34])([O-:33])([O:23][C:24]1[CH:29]=[CH:28][C:27]([N+:30]([O-:32])=[O:31])=[CH:26][CH:25]=1)=[O:22].[OH-].[Na+:36].